Dataset: NCI-60 drug combinations with 297,098 pairs across 59 cell lines. Task: Regression. Given two drug SMILES strings and cell line genomic features, predict the synergy score measuring deviation from expected non-interaction effect. Drug 2: N.N.Cl[Pt+2]Cl. Cell line: NCI-H226. Synergy scores: CSS=14.4, Synergy_ZIP=-3.26, Synergy_Bliss=2.54, Synergy_Loewe=-1.68, Synergy_HSA=-0.233. Drug 1: CC1=C(C=C(C=C1)NC(=O)C2=CC=C(C=C2)CN3CCN(CC3)C)NC4=NC=CC(=N4)C5=CN=CC=C5.